Dataset: Catalyst prediction with 721,799 reactions and 888 catalyst types from USPTO. Task: Predict which catalyst facilitates the given reaction. (1) Reactant: [Cl:1][C:2]1[C:7]([C:8]([F:11])([F:10])[F:9])=[CH:6][C:5]([N+:12]([O-:14])=[O:13])=[CH:4][C:3]=1[N:15]1[C:19](=[O:20])[NH:18][N:17]=[N:16]1.[CH3:21]N(C=O)C.C([O-])([O-])=O.[K+].[K+].IC. Product: [Cl:1][C:2]1[C:7]([C:8]([F:10])([F:11])[F:9])=[CH:6][C:5]([N+:12]([O-:14])=[O:13])=[CH:4][C:3]=1[N:15]1[C:19](=[O:20])[N:18]([CH3:21])[N:17]=[N:16]1. The catalyst class is: 13. (2) Reactant: [Cl:1][C:2]1[CH:3]=[C:4]([C@@H:8]([OH:33])[CH2:9][NH:10][CH2:11][CH2:12][C:13]2[CH:18]=[CH:17][C:16]([S:19]([C:22]3[CH:32]=[CH:31][C:25]([O:26][CH2:27][C:28]([O-:30])=[O:29])=[CH:24][CH:23]=3)(=[O:21])=[O:20])=[CH:15][CH:14]=2)[CH:5]=[CH:6][CH:7]=1.[Na+].Cl. Product: [Cl:1][C:2]1[CH:3]=[C:4]([C@@H:8]([OH:33])[CH2:9][NH:10][CH2:11][CH2:12][C:13]2[CH:14]=[CH:15][C:16]([S:19]([C:22]3[CH:23]=[CH:24][C:25]([O:26][CH2:27][C:28]([OH:30])=[O:29])=[CH:31][CH:32]=3)(=[O:20])=[O:21])=[CH:17][CH:18]=2)[CH:5]=[CH:6][CH:7]=1. The catalyst class is: 5. (3) Product: [CH2:36]([O:7][C:8]1[CH:9]=[CH:10][C:11]([CH2:14][CH2:15][CH:16]([CH2:21][CH2:22][CH2:23][C:24]2[CH:25]=[CH:26][CH:27]=[CH:28][CH:29]=2)[C:17]([O:19][CH3:20])=[O:18])=[CH:12][CH:13]=1)[C:33]1[CH:34]=[CH:35][CH:30]=[CH:31][CH:32]=1. The catalyst class is: 23. Reactant: C([O-])([O-])=O.[K+].[K+].[OH:7][C:8]1[CH:13]=[CH:12][C:11]([CH2:14][CH2:15][CH:16]([CH2:21][CH2:22][CH2:23][C:24]2[CH:29]=[CH:28][CH:27]=[CH:26][CH:25]=2)[C:17]([O:19][CH3:20])=[O:18])=[CH:10][CH:9]=1.[CH:30]1[CH:35]=[CH:34][C:33]([CH2:36]Br)=[CH:32][CH:31]=1.O. (4) Reactant: [CH3:1][CH:2]([CH3:23])[CH2:3][NH:4][C:5]1[C:13]2[N:12]=[CH:11][N:10]([C:14]3[CH:22]=[CH:21][C:17]([C:18]([OH:20])=O)=[CH:16][CH:15]=3)[C:9]=2[CH:8]=[CH:7][CH:6]=1.CN(C(ON1N=NC2[CH:35]=[CH:36][CH:37]=[N:38]C1=2)=[N+](C)C)C.F[P-](F)(F)(F)(F)F.CCN(C(C)C)C(C)C.C1(N)CC1. Product: [CH:37]1([NH:38][C:18](=[O:20])[C:17]2[CH:16]=[CH:15][C:14]([N:10]3[C:9]4[CH:8]=[CH:7][CH:6]=[C:5]([NH:4][CH2:3][CH:2]([CH3:23])[CH3:1])[C:13]=4[N:12]=[CH:11]3)=[CH:22][CH:21]=2)[CH2:35][CH2:36]1. The catalyst class is: 1. (5) Reactant: [Br:1][C:2]1[CH:3]=[C:4]([CH2:20][CH2:21][C:22]([OH:24])=[O:23])[CH:5]=[C:6]([Br:19])[C:7]=1[O:8][CH2:9][C:10]1[CH:15]=[CH:14][CH:13]=[C:12]([N+:16]([O-])=O)[CH:11]=1.[O-]S(S([O-])=O)=O.[Na+].[Na+]. Product: [Br:1][C:2]1[CH:3]=[C:4]([CH2:20][CH2:21][C:22]([OH:24])=[O:23])[CH:5]=[C:6]([Br:19])[C:7]=1[O:8][CH2:9][C:10]1[CH:15]=[CH:14][CH:13]=[C:12]([NH2:16])[CH:11]=1. The catalyst class is: 8. (6) Reactant: [OH-].[K+].C(O)(=O)/C=C/C(O)=O.[N:11]12[CH2:18][CH2:17][CH:14]([CH2:15][CH2:16]1)[C@H:13]([O:19]C(=O)C1C=CC([N+]([O-])=O)=CC=1)[CH2:12]2. Product: [N:11]12[CH2:18][CH2:17][CH:14]([CH2:15][CH2:16]1)[C@H:13]([OH:19])[CH2:12]2. The catalyst class is: 8. (7) Product: [CH3:1][O:2][C:3]1[CH:12]=[CH:11][C:10]([N+:17]([O-:19])=[O:18])=[C:9]2[C:4]=1[CH2:5][CH2:6][CH:7]([C:13]([O:15][CH3:16])=[O:14])[CH2:8]2. The catalyst class is: 152. Reactant: [CH3:1][O:2][C:3]1[CH:12]=[CH:11][CH:10]=[C:9]2[C:4]=1[CH2:5][CH2:6][CH:7]([C:13]([O:15][CH3:16])=[O:14])[CH2:8]2.[N+:17]([O-])([OH:19])=[O:18].C(OCC)C.